From a dataset of Reaction yield outcomes from USPTO patents with 853,638 reactions. Predict the reaction yield, written as a fraction of the theoretical maximum amount of product (1.0 means a 100% yield; for example, 0.34 means a 34% yield). The reactants are Cl[C:2]1[N:3]=[CH:4][C:5]2[CH:10]=[CH:9][N:8]([CH2:11][C:12]3[CH:17]=[CH:16][CH:15]=[CH:14][C:13]=3[N:18]([CH3:23])[S:19]([CH3:22])(=[O:21])=[O:20])[C:6]=2[N:7]=1.[NH2:24][C:25]1[CH:30]=[CH:29][C:28]([N:31]2[CH2:36][CH2:35][N:34]([C:37]([O:39][C:40]([CH3:43])([CH3:42])[CH3:41])=[O:38])[C@H:33]([CH3:44])[CH2:32]2)=[CH:27][CH:26]=1.C([O-])([O-])=O.[K+].[K+].CC(C1C=C(C(C)C)C(C2C=CC=CC=2P(C2CCCCC2)C2CCCCC2)=C(C(C)C)C=1)C. The catalyst is C(O)(C)(C)C.C1C=CC(/C=C/C(/C=C/C2C=CC=CC=2)=O)=CC=1.C1C=CC(/C=C/C(/C=C/C2C=CC=CC=2)=O)=CC=1.C1C=CC(/C=C/C(/C=C/C2C=CC=CC=2)=O)=CC=1.[Pd].[Pd]. The product is [CH3:44][C@@H:33]1[CH2:32][N:31]([C:28]2[CH:27]=[CH:26][C:25]([NH:24][C:2]3[N:3]=[CH:4][C:5]4[CH:10]=[CH:9][N:8]([CH2:11][C:12]5[CH:17]=[CH:16][CH:15]=[CH:14][C:13]=5[N:18]([CH3:23])[S:19]([CH3:22])(=[O:21])=[O:20])[C:6]=4[N:7]=3)=[CH:30][CH:29]=2)[CH2:36][CH2:35][N:34]1[C:37]([O:39][C:40]([CH3:41])([CH3:43])[CH3:42])=[O:38]. The yield is 0.600.